Dataset: Full USPTO retrosynthesis dataset with 1.9M reactions from patents (1976-2016). Task: Predict the reactants needed to synthesize the given product. (1) Given the product [F:1][C:2]1[CH:3]=[CH:4][C:5]([CH:8]([OH:12])[CH:9]([NH:10][CH3:11])[CH2:15][C:16]2[CH:21]=[CH:20][C:19]([C:22]([F:25])([F:24])[F:23])=[CH:18][CH:17]=2)=[CH:6][CH:7]=1, predict the reactants needed to synthesize it. The reactants are: [F:1][C:2]1[CH:7]=[CH:6][C:5]([CH:8]2[O:12][C:11](=O)[N:10](C)[CH:9]2[CH2:15][C:16]2[CH:21]=[CH:20][C:19]([C:22]([F:25])([F:24])[F:23])=[CH:18][CH:17]=2)=[CH:4][CH:3]=1.[OH-].[Na+]. (2) The reactants are: [CH3:1][Si:2]([C:5]#[CH:6])([CH3:4])[CH3:3].[Li]CCCC.[F:12][CH2:13][C:14](OCC)=[O:15].B(F)(F)F.[Cl-].[NH4+]. Given the product [F:12][CH2:13][C:14](=[O:15])[C:6]#[C:5][Si:2]([CH3:4])([CH3:3])[CH3:1], predict the reactants needed to synthesize it.